From a dataset of Full USPTO retrosynthesis dataset with 1.9M reactions from patents (1976-2016). Predict the reactants needed to synthesize the given product. (1) Given the product [CH2:1]1[C:13]2[NH:12][C:11]3[C:6](=[CH:7][CH:8]=[CH:9][CH:10]=3)[C:5]=2[CH2:4][CH2:3][N:2]1[C:14]([O:16][C:17]([CH3:20])([CH3:19])[CH3:18])=[O:15], predict the reactants needed to synthesize it. The reactants are: [CH2:1]1[C:13]2[NH:12][C:11]3[C:6](=[CH:7][CH:8]=[CH:9][CH:10]=3)[C:5]=2[CH2:4][CH2:3][NH:2]1.[C:14](O[C:14]([O:16][C:17]([CH3:20])([CH3:19])[CH3:18])=[O:15])([O:16][C:17]([CH3:20])([CH3:19])[CH3:18])=[O:15].CCOC(C)=O. (2) Given the product [Cl:1][C:2]1[CH:7]=[CH:6][CH:5]=[CH:4][C:3]=1/[CH:8]=[CH:9]/[CH:10]1[CH2:11][CH2:12][NH:13][CH2:14][CH2:15]1, predict the reactants needed to synthesize it. The reactants are: [Cl:1][C:2]1[CH:7]=[CH:6][CH:5]=[CH:4][C:3]=1[CH:8]=[CH:9][CH:10]1[CH2:15][CH2:14][N:13](C(OC(C)(C)C)=O)[CH2:12][CH2:11]1.C1(C)C=CC(S(O)(=O)=O)=CC=1.[OH-].[Na+]. (3) The reactants are: [NH2:1][C:2]1[N:7]=[C:6]([OH:8])[CH:5]=[CH:4][C:3]=1[Br:9].[CH3:10][Si]([N-][Si](C)(C)C)(C)C.[K+].C1(C)C=CC=CC=1.S(OC)(OC)(=O)=O. Given the product [Br:9][C:3]1[C:2]([NH2:1])=[N:7][C:6]([O:8][CH3:10])=[CH:5][CH:4]=1, predict the reactants needed to synthesize it.